Dataset: Catalyst prediction with 721,799 reactions and 888 catalyst types from USPTO. Task: Predict which catalyst facilitates the given reaction. (1) Reactant: [NH2:1][C:2]1[N:7]=[C:6]([C:8]([F:15])([F:14])[C:9]([O:11]CC)=[O:10])[CH:5]=[CH:4][N:3]=1.Cl. Product: [NH2:1][C:2]1[N:7]=[C:6]([C:8]([F:15])([F:14])[C:9]([OH:11])=[O:10])[CH:5]=[CH:4][N:3]=1. The catalyst class is: 7. (2) Reactant: C([O:8][C:9]1[CH:10]=[C:11]([N:23]([CH2:25][CH:26]2[CH2:28][CH2:27]2)[CH3:24])[N:12]=[N:13][C:14]=1[O:15]CC1C=CC=CC=1)C1C=CC=CC=1. Product: [CH:26]1([CH2:25][N:23]([CH3:24])[C:11]2[CH:10]=[C:9]([OH:8])[C:14](=[O:15])[NH:13][N:12]=2)[CH2:27][CH2:28]1. The catalyst class is: 153. (3) Reactant: [CH:1]([O:4][C:5](=[O:33])[NH:6][C:7]1[CH:12]=[CH:11][C:10]([C:13]2[N:14]([CH:29]3[CH2:32][CH2:31][CH2:30]3)[C:15]3[C:20]([C:21]=2[C:22]#[N:23])=[CH:19][CH:18]=[C:17]([O:24][CH2:25][CH:26]2[CH2:28][O:27]2)[CH:16]=3)=[CH:9][CH:8]=1)([CH3:3])[CH3:2].[Na].[NH:35]1[CH:39]=[N:38][CH:37]=[N:36]1. Product: [CH:1]([O:4][C:5](=[O:33])[NH:6][C:7]1[CH:12]=[CH:11][C:10]([C:13]2[N:14]([CH:29]3[CH2:30][CH2:31][CH2:32]3)[C:15]3[C:20]([C:21]=2[C:22]#[N:23])=[CH:19][CH:18]=[C:17]([O:24][CH2:25][CH:26]([OH:27])[CH2:28][N:35]2[CH:39]=[N:38][CH:37]=[N:36]2)[CH:16]=3)=[CH:9][CH:8]=1)([CH3:2])[CH3:3]. The catalyst class is: 3.